From a dataset of HIV replication inhibition screening data with 41,000+ compounds from the AIDS Antiviral Screen. Binary Classification. Given a drug SMILES string, predict its activity (active/inactive) in a high-throughput screening assay against a specified biological target. The drug is CC1C(c2ccc3c(c2)OCO3)CC(Cl)CC12C=C1OCOC1=CC2=O. The result is 0 (inactive).